From a dataset of Forward reaction prediction with 1.9M reactions from USPTO patents (1976-2016). Predict the product of the given reaction. (1) Given the reactants [F:1][C:2]1[CH:31]=[C:30]([F:32])[CH:29]=[CH:28][C:3]=1[CH2:4][N:5]1[CH2:10][CH2:9][N:8]([C:11]2[N:12]=[C:13]3[CH2:24][CH2:23][N:22](C(=O)C)[CH2:21][C:14]3=[N:15][C:16]=2[NH:17][CH:18]([CH3:20])[CH3:19])[CH2:7][CH2:6]1.[OH-].[Na+].Cl, predict the reaction product. The product is: [F:1][C:2]1[CH:31]=[C:30]([F:32])[CH:29]=[CH:28][C:3]=1[CH2:4][N:5]1[CH2:10][CH2:9][N:8]([C:11]2[N:12]=[C:13]3[CH2:24][CH2:23][NH:22][CH2:21][C:14]3=[N:15][C:16]=2[NH:17][CH:18]([CH3:20])[CH3:19])[CH2:7][CH2:6]1. (2) Given the reactants [O:1]=[C:2]1[CH2:6][C:5]2([CH2:11][CH2:10][N:9]([C:12]([O:14][C:15]([CH3:18])([CH3:17])[CH3:16])=[O:13])[CH2:8][CH2:7]2)[CH2:4][NH:3]1.Br[C:20]1[CH:29]=[CH:28][C:23]([C:24]([O:26][CH3:27])=[O:25])=[CH:22][CH:21]=1.[O-]P([O-])([O-])=O.[K+].[K+].[K+].CC1(C)C2C=CC=C(P(C3C=CC=CC=3)C3C=CC=CC=3)C=2OC2C1=CC=CC=2P(C1C=CC=CC=1)C1C=CC=CC=1, predict the reaction product. The product is: [C:15]([O:14][C:12]([N:9]1[CH2:10][CH2:11][C:5]2([CH2:4][N:3]([C:20]3[CH:29]=[CH:28][C:23]([C:24]([O:26][CH3:27])=[O:25])=[CH:22][CH:21]=3)[C:2](=[O:1])[CH2:6]2)[CH2:7][CH2:8]1)=[O:13])([CH3:18])([CH3:17])[CH3:16]. (3) The product is: [Cl:25][C:10]1[N:9]=[C:8]2[C:13]([N:14]=[CH:15][N:7]2[C@@H:5]2[CH2:6][C@H:2]([NH:1][C:35](=[O:37])[CH3:36])[C@@H:3]([OH:27])[C@H:4]2[OH:26])=[C:12]([NH:16][CH2:17][C:18]2[CH:23]=[CH:22][CH:21]=[C:20]([I:24])[CH:19]=2)[N:11]=1. Given the reactants [NH2:1][C@H:2]1[CH2:6][C@@H:5]([N:7]2[CH:15]=[N:14][C:13]3[C:8]2=[N:9][C:10]([Cl:25])=[N:11][C:12]=3[NH:16][CH2:17][C:18]2[CH:23]=[CH:22][CH:21]=[C:20]([I:24])[CH:19]=2)[C@H:4]([OH:26])[C@@H:3]1[OH:27].C(N(CC)CC)C.[C:35](Cl)(=[O:37])[CH3:36].CO, predict the reaction product. (4) Given the reactants C(O[C:4]([C:6]1[N:11]=[CH:10][C:9]2[N:12]=[C:13]([C:15]3[CH:16]=[N:17][C:18](Cl)=[CH:19][CH:20]=3)[S:14][C:8]=2[C:7]=1[OH:22])=[O:5])C.[CH3:23][CH2:24][CH2:25][CH2:26][O-:27].[Na+].C(O)CCC.Cl.CN(C)CCCN=C=NCC.Cl.[CH3:47][O:48][C:49](=[O:52])[CH2:50][NH2:51].Cl, predict the reaction product. The product is: [CH3:47][O:48][C:49](=[O:52])[CH2:50][NH:51][C:4]([C:6]1[N:11]=[CH:10][C:9]2[N:12]=[C:13]([C:15]3[CH:16]=[N:17][C:18]([O:27][CH2:26][CH2:25][CH2:24][CH3:23])=[CH:19][CH:20]=3)[S:14][C:8]=2[C:7]=1[OH:22])=[O:5]. (5) The product is: [CH2:32]([CH:39]1[C:48]2[C:43](=[CH:44][C:45]([F:49])=[CH:46][CH:47]=2)[CH2:42][CH2:41][CH:40]1[NH:50][C:8]([NH:9][C:10]1[CH:19]=[CH:18][CH:17]=[C:16]2[C:11]=1[CH:12]=[CH:13][N:14]=[CH:15]2)=[O:20])[C:33]1[CH:34]=[CH:35][CH:36]=[CH:37][CH:38]=1. Given the reactants C1(O[C:8](=[O:20])[NH:9][C:10]2[CH:19]=[CH:18][CH:17]=[C:16]3[C:11]=2[CH:12]=[CH:13][N:14]=[CH:15]3)C=CC=CC=1.NC1C2C(=CC=CC=2)CCC1.[CH2:32]([CH:39]1[C:48]2[C:43](=[CH:44][C:45]([F:49])=[CH:46][CH:47]=2)[CH2:42][CH2:41][CH:40]1[NH2:50])[C:33]1[CH:38]=[CH:37][CH:36]=[CH:35][CH:34]=1.[OH-].[Na+], predict the reaction product. (6) The product is: [Cl:16][C:2]1[N:3]=[C:4]2[C:12]([CH3:13])=[CH:11][CH:10]=[CH:9][N:5]2[C:6](=[O:8])[CH:7]=1. Given the reactants O[C:2]1[N:3]=[C:4]2[C:12]([CH3:13])=[CH:11][CH:10]=[CH:9][N:5]2[C:6](=[O:8])[CH:7]=1.O=P(Cl)(Cl)[Cl:16].[OH-].[Na+], predict the reaction product. (7) Given the reactants C[C@@]1(O)C2C=CC=C(O)C=2C(O)=C2[C@@H]1[C@H](O)[C@@H]1[C@](O)(C2=O)C(O)=C(C(N)=O)C(=O)[C@H]1N(C)C.[O:34]=[CH:35][C@@H:36]([C@H:38]([C@@H:40]([C@@H:42]([CH2:44][OH:45])[OH:43])[OH:41])[OH:39])[OH:37].O=C[C@@H]([C@H]([C@@H](CO)O)O)O.C([O-])(=O)C.C([O-])(=O)C.[K+], predict the reaction product. The product is: [CH2:35]([OH:34])[C@@H:36]([C@H:38]([C@@H:40]([CH2:42][OH:43])[OH:41])[OH:39])[OH:37].[OH:45][CH2:44][C@@H:42]([C@H:40]([C@@H:38]([C@@H:36]([CH2:35][OH:34])[OH:37])[OH:39])[OH:41])[OH:43]. (8) Given the reactants [CH2:1]([O:3][CH:4]([O:12][CH2:13][CH3:14])[C:5]1[CH:10]=[CH:9][C:8](Br)=[CH:7][CH:6]=1)[CH3:2].[Li]CCCC.[CH3:20][O:21][CH2:22][O:23][C:24]1[CH:29]=[CH:28][C:27]([C:30](=[O:40])[CH:31]([C:34]2[CH:39]=[CH:38][CH:37]=[CH:36][CH:35]=2)[CH2:32][CH3:33])=[CH:26][CH:25]=1.O, predict the reaction product. The product is: [CH2:1]([O:3][CH:4]([O:12][CH2:13][CH3:14])[C:5]1[CH:10]=[CH:9][C:8]([C:30]([C:27]2[CH:26]=[CH:25][C:24]([O:23][CH2:22][O:21][CH3:20])=[CH:29][CH:28]=2)([OH:40])[CH:31]([C:34]2[CH:35]=[CH:36][CH:37]=[CH:38][CH:39]=2)[CH2:32][CH3:33])=[CH:7][CH:6]=1)[CH3:2].